Regression/Classification. Given a drug SMILES string, predict its toxicity properties. Task type varies by dataset: regression for continuous values (e.g., LD50, hERG inhibition percentage) or binary classification for toxic/non-toxic outcomes (e.g., AMES mutagenicity, cardiotoxicity, hepatotoxicity). Dataset: ld50_zhu. From a dataset of Acute oral toxicity (LD50) regression data from Zhu et al.. (1) The molecule is COP(=O)(CCC(=O)NCO)OC. The rat oral LD50 is 1.21, given as -log10 of the dose in mol/kg body weight (higher means more acutely toxic). (2) The compound is COP(=O)(OC)C(OC(=O)CCl)C(Cl)(Cl)Cl. The rat oral LD50 is 2.99, given as -log10 of the dose in mol/kg body weight (higher means more acutely toxic). (3) The molecule is S=c1[nH]c2ccc(Cl)cc2[nH]1. The rat oral LD50 is 3.09, given as -log10 of the dose in mol/kg body weight (higher means more acutely toxic). (4) The compound is CCC(CC)Nc1c([N+](=O)[O-])cc(C)c(C)c1[N+](=O)[O-]. The rat oral LD50 is 2.35, given as -log10 of the dose in mol/kg body weight (higher means more acutely toxic). (5) The drug is CN(C)N=C1SC(=NOC(=O)N(C)SC(Cl)(Cl)Cl)C(C)(C)S1. The rat oral LD50 is 5.08, given as -log10 of the dose in mol/kg body weight (higher means more acutely toxic).